This data is from Full USPTO retrosynthesis dataset with 1.9M reactions from patents (1976-2016). The task is: Predict the reactants needed to synthesize the given product. (1) Given the product [CH3:1][O:2][C:3]([CH2:5][O:6][C:7]1[CH:8]=[C:9]([CH:13]=[CH:14][C:15]([C:17]2[C:18](=[O:24])[N:19]([CH3:25])[C:20]([CH3:23])=[CH:21][CH:22]=2)=[O:16])[CH:10]=[CH:11][CH:12]=1)=[O:4], predict the reactants needed to synthesize it. The reactants are: [CH3:1][O:2][C:3]([CH2:5][O:6][C:7]1[CH:8]=[C:9]([CH:13]=[CH:14][C:15]([C:17]2[C:18](=[O:24])[NH:19][C:20]([CH3:23])=[CH:21][CH:22]=2)=[O:16])[CH:10]=[CH:11][CH:12]=1)=[O:4].[CH3:25]N(C)P(N(C)C)(N(C)C)=O.[H-].[Na+].CI. (2) Given the product [O:1]=[C:2]1[N:8]([CH:9]2[CH2:14][CH2:13][N:12]([C:15]([O:17][C@H:18]([CH2:33][C:34]3[CH:39]=[C:38]([C:40]([F:41])([F:43])[F:42])[C:37]([NH2:44])=[C:36]([Cl:45])[CH:35]=3)[C:19]([N:20]3[CH2:21][CH2:22][N:23]([CH:26]4[CH2:31][CH2:30][N:29]([CH:57]([C:58]([O:60][CH2:61][CH3:62])=[O:59])[CH3:63])[CH2:28][CH2:27]4)[CH2:24][CH2:25]3)=[O:32])=[O:16])[CH2:11][CH2:10]2)[CH2:7][CH2:6][C:5]2[CH:46]=[CH:47][CH:48]=[CH:49][C:4]=2[NH:3]1, predict the reactants needed to synthesize it. The reactants are: [O:1]=[C:2]1[N:8]([CH:9]2[CH2:14][CH2:13][N:12]([C:15]([O:17][C@H:18]([CH2:33][C:34]3[CH:39]=[C:38]([C:40]([F:43])([F:42])[F:41])[C:37]([NH2:44])=[C:36]([Cl:45])[CH:35]=3)[C:19](=[O:32])[N:20]3[CH2:25][CH2:24][N:23]([CH:26]4[CH2:31][CH2:30][NH:29][CH2:28][CH2:27]4)[CH2:22][CH2:21]3)=[O:16])[CH2:11][CH2:10]2)[CH2:7][CH2:6][C:5]2[CH:46]=[CH:47][CH:48]=[CH:49][C:4]=2[NH:3]1.C([O-])([O-])=O.[K+].[K+].Br[CH:57]([CH3:63])[C:58]([O:60][CH2:61][CH3:62])=[O:59]. (3) Given the product [CH:1]1([N:4]2[CH2:9][CH2:8][CH:7]([C:10]3[N:11]=[C:21]([C:20]4[CH:24]=[CH:25][C:17]([C:14](=[O:16])[CH3:15])=[CH:18][CH:19]=4)[O:13][N:12]=3)[CH2:6][CH2:5]2)[CH2:2][CH2:3]1, predict the reactants needed to synthesize it. The reactants are: [CH:1]1([N:4]2[CH2:9][CH2:8][CH:7]([C:10]([NH:12][OH:13])=[NH:11])[CH2:6][CH2:5]2)[CH2:3][CH2:2]1.[C:14]([C:17]1[CH:25]=[CH:24][C:20]([C:21](Cl)=O)=[CH:19][CH:18]=1)(=[O:16])[CH3:15]. (4) Given the product [CH3:1][O:2][C:3]1[CH:4]=[C:5]([CH2:10][CH:11]([F:17])[C:12]([O:14][CH2:15][CH3:16])=[O:13])[CH:6]=[CH:7][C:8]=1[O:9][CH2:21][C:20]#[CH:19], predict the reactants needed to synthesize it. The reactants are: [CH3:1][O:2][C:3]1[CH:4]=[C:5]([CH2:10][CH:11]([F:17])[C:12]([O:14][CH2:15][CH3:16])=[O:13])[CH:6]=[CH:7][C:8]=1[OH:9].Br[CH2:19][C:20]#[CH:21]. (5) Given the product [CH2:21]([O:28][C:29]1[CH:34]=[C:33]([C:17]2[CH:18]=[C:13]3[N:12]=[C:11]([CH2:10][CH2:9][C:4]4[N:3]=[C:2]([NH2:1])[CH:7]=[C:6]([CH3:8])[CH:5]=4)[NH:20][C:14]3=[N:15][CH:16]=2)[CH:32]=[CH:31][CH:30]=1)[C:22]1[CH:27]=[CH:26][CH:25]=[CH:24][CH:23]=1, predict the reactants needed to synthesize it. The reactants are: [NH2:1][C:2]1[CH:7]=[C:6]([CH3:8])[CH:5]=[C:4]([CH2:9][CH2:10][C:11]2[NH:20][C:14]3=[N:15][CH:16]=[C:17](Br)[CH:18]=[C:13]3[N:12]=2)[N:3]=1.[CH2:21]([O:28][C:29]1[CH:30]=[C:31](B(O)O)[CH:32]=[CH:33][CH:34]=1)[C:22]1[CH:27]=[CH:26][CH:25]=[CH:24][CH:23]=1.